Regression. Given two drug SMILES strings and cell line genomic features, predict the synergy score measuring deviation from expected non-interaction effect. From a dataset of NCI-60 drug combinations with 297,098 pairs across 59 cell lines. (1) Drug 1: CC1C(C(CC(O1)OC2CC(CC3=C2C(=C4C(=C3O)C(=O)C5=C(C4=O)C(=CC=C5)OC)O)(C(=O)C)O)N)O.Cl. Drug 2: C1=CC(=CC=C1CCCC(=O)O)N(CCCl)CCCl. Cell line: ACHN. Synergy scores: CSS=51.1, Synergy_ZIP=4.55, Synergy_Bliss=5.10, Synergy_Loewe=3.75, Synergy_HSA=7.01. (2) Drug 1: C1=CC(=CC=C1C#N)C(C2=CC=C(C=C2)C#N)N3C=NC=N3. Drug 2: CNC(=O)C1=NC=CC(=C1)OC2=CC=C(C=C2)NC(=O)NC3=CC(=C(C=C3)Cl)C(F)(F)F. Cell line: HS 578T. Synergy scores: CSS=-1.42, Synergy_ZIP=3.79, Synergy_Bliss=-4.43, Synergy_Loewe=-2.42, Synergy_HSA=-5.67. (3) Drug 1: COC1=C(C=C2C(=C1)N=CN=C2NC3=CC(=C(C=C3)F)Cl)OCCCN4CCOCC4. Synergy scores: CSS=37.7, Synergy_ZIP=-9.90, Synergy_Bliss=-1.68, Synergy_Loewe=-7.56, Synergy_HSA=1.97. Drug 2: C1CCC(CC1)NC(=O)N(CCCl)N=O. Cell line: SNB-75. (4) Drug 1: CC1OCC2C(O1)C(C(C(O2)OC3C4COC(=O)C4C(C5=CC6=C(C=C35)OCO6)C7=CC(=C(C(=C7)OC)O)OC)O)O. Drug 2: CCC1=C2CN3C(=CC4=C(C3=O)COC(=O)C4(CC)O)C2=NC5=C1C=C(C=C5)O. Cell line: EKVX. Synergy scores: CSS=19.9, Synergy_ZIP=-2.32, Synergy_Bliss=0.944, Synergy_Loewe=-1.96, Synergy_HSA=2.32. (5) Drug 1: CCC1(CC2CC(C3=C(CCN(C2)C1)C4=CC=CC=C4N3)(C5=C(C=C6C(=C5)C78CCN9C7C(C=CC9)(C(C(C8N6C=O)(C(=O)OC)O)OC(=O)C)CC)OC)C(=O)OC)O.OS(=O)(=O)O. Drug 2: CC1C(C(CC(O1)OC2CC(OC(C2O)C)OC3=CC4=CC5=C(C(=O)C(C(C5)C(C(=O)C(C(C)O)O)OC)OC6CC(C(C(O6)C)O)OC7CC(C(C(O7)C)O)OC8CC(C(C(O8)C)O)(C)O)C(=C4C(=C3C)O)O)O)O. Cell line: M14. Synergy scores: CSS=53.3, Synergy_ZIP=2.11, Synergy_Bliss=1.74, Synergy_Loewe=-0.606, Synergy_HSA=-2.15. (6) Cell line: SF-268. Synergy scores: CSS=2.35, Synergy_ZIP=-0.824, Synergy_Bliss=-2.54, Synergy_Loewe=-1.95, Synergy_HSA=-3.17. Drug 2: C1C(C(OC1N2C=NC(=NC2=O)N)CO)O. Drug 1: CC1=C(C(CCC1)(C)C)C=CC(=CC=CC(=CC(=O)O)C)C. (7) Drug 1: C1C(C(OC1N2C=NC3=C(N=C(N=C32)Cl)N)CO)O. Drug 2: CC1C(C(CC(O1)OC2CC(CC3=C2C(=C4C(=C3O)C(=O)C5=CC=CC=C5C4=O)O)(C(=O)C)O)N)O. Cell line: M14. Synergy scores: CSS=77.5, Synergy_ZIP=3.35, Synergy_Bliss=4.03, Synergy_Loewe=4.99, Synergy_HSA=6.96.